From a dataset of Forward reaction prediction with 1.9M reactions from USPTO patents (1976-2016). Predict the product of the given reaction. (1) Given the reactants [CH3:1][O:2][C:3](=[O:12])[C:4]1[CH:9]=[CH:8][C:7](N)=[CH:6][C:5]=1[Cl:11].N([O-])=[O:14].[Na+], predict the reaction product. The product is: [CH3:1][O:2][C:3](=[O:12])[C:4]1[CH:9]=[CH:8][C:7]([OH:14])=[CH:6][C:5]=1[Cl:11]. (2) The product is: [CH3:32][C:2]1([CH3:1])[P:3]([C:11]2[CH:16]=[CH:15][CH:14]=[CH:13][C:12]=2[C:17]2[C:22]([CH:23]([CH3:24])[CH3:25])=[CH:21][C:20]([CH:26]([CH3:28])[CH3:27])=[CH:19][C:18]=2[CH:29]([CH3:31])[CH3:30])[C:4]([CH3:9])([CH3:10])[CH2:5][C:6]2([O:47][CH2:46][CH2:45][O:8]2)[CH2:7]1. Given the reactants [CH3:1][C:2]1([CH3:32])[CH2:7][C:6](=[O:8])[CH2:5][C:4]([CH3:10])([CH3:9])[P:3]1[C:11]1[CH:16]=[CH:15][CH:14]=[CH:13][C:12]=1[C:17]1[C:22]([CH:23]([CH3:25])[CH3:24])=[CH:21][C:20]([CH:26]([CH3:28])[CH3:27])=[CH:19][C:18]=1[CH:29]([CH3:31])[CH3:30].O.C1(C)C=CC(S(O)(=O)=O)=CC=1.[CH2:45](O)[CH2:46][OH:47], predict the reaction product. (3) Given the reactants [Cl:1][C:2]1[N:7]=[C:6]([C:8]2[NH:16][C:15]3[C:10](=[N:11][C:12]([O:17][CH3:18])=[CH:13][CH:14]=3)[CH:9]=2)[C:5]([OH:19])=[CH:4][CH:3]=1.[C:20]([O-])([O-])=O.[Cs+].[Cs+].ClCI, predict the reaction product. The product is: [Cl:1][C:2]1[CH:3]=[CH:4][C:5]2[O:19][CH2:20][N:16]3[C:15]4[CH:14]=[CH:13][C:12]([O:17][CH3:18])=[N:11][C:10]=4[CH:9]=[C:8]3[C:6]=2[N:7]=1. (4) Given the reactants [CH3:1][C:2]1[O:6][N:5]=[C:4]([C:7]2[S:11][C:10]([NH2:12])=[N:9][C:8]=2[C:13]2[CH:18]=[CH:17][CH:16]=[CH:15][CH:14]=2)[N:3]=1.[S:19]1[CH:23]=[CH:22][CH:21]=[C:20]1[CH2:24][C:25](Cl)=[O:26], predict the reaction product. The product is: [CH3:1][C:2]1[O:6][N:5]=[C:4]([C:7]2[S:11][C:10]([NH:12][C:25](=[O:26])[CH2:24][C:20]3[S:19][CH:23]=[CH:22][CH:21]=3)=[N:9][C:8]=2[C:13]2[CH:14]=[CH:15][CH:16]=[CH:17][CH:18]=2)[N:3]=1. (5) Given the reactants CO[CH:3](OC)[CH2:4][CH:5](OC)OC.Cl.[Cl:13][C:14]1[CH:23]=[C:22]([F:24])[C:21]([NH:25][NH2:26])=[CH:20][C:15]=1[C:16]([O:18][CH3:19])=[O:17].[CH2:27](O)C, predict the reaction product. The product is: [Cl:13][C:14]1[CH:23]=[C:22]([F:24])[C:21]([N:25]2[CH:5]=[CH:4][CH:3]=[N:26]2)=[CH:20][C:15]=1[C:16]([O:18][CH2:19][CH3:27])=[O:17].[Cl:13][C:14]1[CH:23]=[C:22]([F:24])[C:21]([N:25]2[CH:5]=[CH:4][CH:3]=[N:26]2)=[CH:20][C:15]=1[C:16]([O:18][CH3:19])=[O:17].[Cl:13][C:14]1[CH:23]=[C:22]([F:24])[C:21]([N:25]2[CH:5]=[CH:4][CH:3]=[N:26]2)=[CH:20][C:15]=1[C:16]([OH:18])=[O:17]. (6) Given the reactants [Cl:1][CH2:2][C:3]1([CH3:9])[CH2:7][O:6][C:5](=[O:8])[NH:4]1.C(O[Cl:15])(C)(C)C, predict the reaction product. The product is: [Cl:15][N:4]1[C:3]([CH2:2][Cl:1])([CH3:9])[CH2:7][O:6][C:5]1=[O:8]. (7) The product is: [Br:14][C:11]1[CH:10]=[N:9][C:8]([N:3]2[CH2:4][CH2:5][O:1][C:2]2=[O:6])=[N:13][CH:12]=1. Given the reactants [O:1]1[CH2:5][CH2:4][NH:3][C:2]1=[O:6].Cl[C:8]1[N:13]=[CH:12][C:11]([Br:14])=[CH:10][N:9]=1.C(=O)([O-])[O-].[K+].[K+], predict the reaction product. (8) Given the reactants [F:1][C:2]1[CH:31]=[CH:30][CH:29]=[C:28]([F:32])[C:3]=1[C:4]([N:6]1[C:11](=[O:12])[N:10]([C:13]2[CH:18]=[CH:17][C:16]([S:19][C:20]([F:26])([F:25])[C:21]([F:24])([F:23])[F:22])=[CH:15][C:14]=2[F:27])[CH2:9][O:8][CH2:7]1)=[O:5].C1C=C(Cl)C=C(C(OO)=[O:41])C=1, predict the reaction product. The product is: [F:32][C:28]1[CH:29]=[CH:30][CH:31]=[C:2]([F:1])[C:3]=1[C:4]([N:6]1[C:11](=[O:12])[N:10]([C:13]2[CH:18]=[CH:17][C:16]([S:19]([C:20]([F:26])([F:25])[C:21]([F:22])([F:23])[F:24])=[O:41])=[CH:15][C:14]=2[F:27])[CH2:9][O:8][CH2:7]1)=[O:5]. (9) Given the reactants P([O:13][CH2:14][CH2:15][CH2:16][N:17]([CH2:20][CH2:21][CH2:22][O:23][C:24]1[CH:33]=[C:32]2[C:27]([C:28]([NH:34][C:35]3[CH:39]=[C:38]([CH2:40][C:41]([NH:43][C:44]4[CH:49]=[CH:48][CH:47]=[C:46]([F:50])[CH:45]=4)=[O:42])[NH:37][N:36]=3)=[N:29][CH:30]=[N:31]2)=[CH:26][CH:25]=1)CC)(OC(C)(C)C)(OC(C)(C)C)=O.NCCCO, predict the reaction product. The product is: [F:50][C:46]1[CH:45]=[C:44]([NH:43][C:41](=[O:42])[CH2:40][C:38]2[NH:37][N:36]=[C:35]([NH:34][C:28]3[C:27]4[C:32](=[CH:33][C:24]([O:23][CH2:22][CH2:21][CH2:20][NH:17][CH2:16][CH2:15][CH2:14][OH:13])=[CH:25][CH:26]=4)[N:31]=[CH:30][N:29]=3)[CH:39]=2)[CH:49]=[CH:48][CH:47]=1.